Task: Predict the product of the given reaction.. Dataset: Forward reaction prediction with 1.9M reactions from USPTO patents (1976-2016) (1) Given the reactants CO[C:3]([C:5]1[C:6]([OH:34])=[C:7]2[C:12](=[C:13]([C:15]3[N:16]=[CH:17][S:18][CH:19]=3)[N:14]=1)[N:11]([CH2:20][C:21]1[CH:26]=[CH:25][CH:24]=[CH:23][CH:22]=1)[C:10](=[O:27])[C:9]([C:28]1[CH:33]=[CH:32][CH:31]=[CH:30][CH:29]=1)=[CH:8]2)=[O:4].[OH-].[Na+].C1C=CC2N(O)N=[N:43][C:41]=2C=1.C(Cl)CCl.CCN(C(C)C)C(C)C.C[CH2:61][O:62][C:63]([CH3:65])=[O:64], predict the reaction product. The product is: [CH3:61][O:62][C:63](=[O:64])[CH2:65][CH2:41][NH:43][C:3]([C:5]1[C:6]([OH:34])=[C:7]2[C:12](=[C:13]([C:15]3[N:16]=[CH:17][S:18][CH:19]=3)[N:14]=1)[N:11]([CH2:20][C:21]1[CH:26]=[CH:25][CH:24]=[CH:23][CH:22]=1)[C:10](=[O:27])[C:9]([C:28]1[CH:29]=[CH:30][CH:31]=[CH:32][CH:33]=1)=[CH:8]2)=[O:4]. (2) Given the reactants CCOC(/N=N/C(OCC)=O)=O.C1(P(C2C=CC=CC=2)C2C=CC=CC=2)C=CC=CC=1.[Cl:32][C:33]1[CH:41]=[CH:40][C:36]([CH2:37][CH2:38][OH:39])=[CH:35][CH:34]=1.[C:42]1([CH:49]=[CH:48][CH:47]=[C:45](O)[CH:44]=1)[OH:43], predict the reaction product. The product is: [Cl:32][C:33]1[CH:41]=[CH:40][C:36]([CH2:37][CH2:38][O:39][C:45]2[CH:44]=[C:42]([OH:43])[CH:49]=[CH:48][CH:47]=2)=[CH:35][CH:34]=1.